This data is from Full USPTO retrosynthesis dataset with 1.9M reactions from patents (1976-2016). The task is: Predict the reactants needed to synthesize the given product. Given the product [CH3:25][N:24]([CH3:26])/[C:22](/[CH3:23])=[CH:14]/[C:13](=[C:15]([C:18]#[N:19])[C:16]#[N:17])[N:10]1[CH2:9][CH2:8][N:7]([C:1]2[CH:6]=[CH:5][CH:4]=[CH:3][CH:2]=2)[CH2:12][CH2:11]1, predict the reactants needed to synthesize it. The reactants are: [C:1]1([N:7]2[CH2:12][CH2:11][N:10]([C:13](=[C:15]([C:18]#[N:19])[C:16]#[N:17])[CH3:14])[CH2:9][CH2:8]2)[CH:6]=[CH:5][CH:4]=[CH:3][CH:2]=1.CO[C:22](OC)([N:24]([CH3:26])[CH3:25])[CH3:23].